This data is from Full USPTO retrosynthesis dataset with 1.9M reactions from patents (1976-2016). The task is: Predict the reactants needed to synthesize the given product. (1) Given the product [CH3:12][N:9]1[C:7]2=[N:8][C:3]([CH2:2][N:33]3[CH2:34][CH2:35][N:30]([CH3:29])[CH2:31][CH2:32]3)=[CH:4][C:5]([C:13]3[CH:18]=[CH:17][C:16]([N+:19]([O-:21])=[O:20])=[CH:15][CH:14]=3)=[C:6]2[CH:11]=[N:10]1, predict the reactants needed to synthesize it. The reactants are: Br[CH2:2][C:3]1[N:8]=[C:7]2[N:9]([CH3:12])[N:10]=[CH:11][C:6]2=[C:5]([C:13]2[CH:18]=[CH:17][C:16]([N+:19]([O-:21])=[O:20])=[CH:15][CH:14]=2)[CH:4]=1.CCN(CC)CC.[CH3:29][N:30]1[CH2:35][CH2:34][NH:33][CH2:32][CH2:31]1. (2) Given the product [CH2:1]([NH:4][C:5]([C:7]1([CH2:20][CH2:21][CH2:22][CH2:23][N:28]2[CH2:29][CH2:30][CH2:31][N:25]([C:32]3[S:33][C:34]4[CH:40]=[CH:39][CH:38]=[CH:37][C:35]=4[N:36]=3)[CH2:26][CH2:27]2)[C:19]2[CH:18]=[CH:17][CH:16]=[CH:15][C:14]=2[C:13]2[C:8]1=[CH:9][CH:10]=[CH:11][CH:12]=2)=[O:6])[CH2:2][CH3:3], predict the reactants needed to synthesize it. The reactants are: [CH2:1]([NH:4][C:5]([C:7]1([CH2:20][CH2:21][CH2:22][CH2:23]Br)[C:19]2[CH:18]=[CH:17][CH:16]=[CH:15][C:14]=2[C:13]2[C:8]1=[CH:9][CH:10]=[CH:11][CH:12]=2)=[O:6])[CH2:2][CH3:3].[N:25]1([C:32]2[S:33][C:34]3[CH:40]=[CH:39][CH:38]=[CH:37][C:35]=3[N:36]=2)[CH2:31][CH2:30][CH2:29][NH:28][CH2:27][CH2:26]1.